Dataset: Full USPTO retrosynthesis dataset with 1.9M reactions from patents (1976-2016). Task: Predict the reactants needed to synthesize the given product. Given the product [CH2:1]([O:8][C:9]([N:11]1[CH2:16][CH2:15][N:14]([S:17]([C:20]2[CH:25]=[CH:24][C:23]([NH2:26])=[CH:22][C:21]=2[C:29]([F:32])([F:30])[F:31])(=[O:19])=[O:18])[CH2:13][CH2:12]1)=[O:10])[C:2]1[CH:3]=[CH:4][CH:5]=[CH:6][CH:7]=1, predict the reactants needed to synthesize it. The reactants are: [CH2:1]([O:8][C:9]([N:11]1[CH2:16][CH2:15][N:14]([S:17]([C:20]2[CH:25]=[CH:24][C:23]([N+:26]([O-])=O)=[CH:22][C:21]=2[C:29]([F:32])([F:31])[F:30])(=[O:19])=[O:18])[CH2:13][CH2:12]1)=[O:10])[C:2]1[CH:7]=[CH:6][CH:5]=[CH:4][CH:3]=1.C(O)C.[Cl-].[NH4+].